This data is from NCI-60 drug combinations with 297,098 pairs across 59 cell lines. The task is: Regression. Given two drug SMILES strings and cell line genomic features, predict the synergy score measuring deviation from expected non-interaction effect. Drug 1: C1=NC2=C(N1)C(=S)N=C(N2)N. Drug 2: C(CN)CNCCSP(=O)(O)O. Cell line: EKVX. Synergy scores: CSS=21.9, Synergy_ZIP=-4.65, Synergy_Bliss=-0.276, Synergy_Loewe=-23.3, Synergy_HSA=-3.11.